This data is from Forward reaction prediction with 1.9M reactions from USPTO patents (1976-2016). The task is: Predict the product of the given reaction. Given the reactants [N:1]([C:4]1[S:5][C:6]([C:10]([NH:12][CH2:13][C:14]2[CH:19]=[CH:18][CH:17]=[CH:16][CH:15]=2)=[O:11])=[C:7]([CH3:9])[N:8]=1)=[N+:2]=[N-:3].C(N(CC)C(C)C)(C)C.[C:29]1([C:35]#[CH:36])[CH:34]=[CH:33][CH:32]=[CH:31][CH:30]=1, predict the reaction product. The product is: [CH2:13]([NH:12][C:10]([C:6]1[S:5][C:4]([N:1]2[CH:36]=[C:35]([C:29]3[CH:34]=[CH:33][CH:32]=[CH:31][CH:30]=3)[N:3]=[N:2]2)=[N:8][C:7]=1[CH3:9])=[O:11])[C:14]1[CH:19]=[CH:18][CH:17]=[CH:16][CH:15]=1.